Dataset: Full USPTO retrosynthesis dataset with 1.9M reactions from patents (1976-2016). Task: Predict the reactants needed to synthesize the given product. (1) The reactants are: [CH:1]1([C:4]2[NH:8][C:7]3[C:9]([O:14][CH3:15])=[CH:10][CH:11]=[C:12]([NH2:13])[C:6]=3[N:5]=2)[CH2:3][CH2:2]1.C(N(CC)CC)C.[CH3:23][O:24][C:25]1[CH:30]=[CH:29][C:28]([CH2:31][C:32](Cl)=[O:33])=[CH:27][CH:26]=1. Given the product [CH:1]1([C:4]2[NH:8][C:7]3[C:9]([O:14][CH3:15])=[CH:10][CH:11]=[C:12]([NH:13][C:32](=[O:33])[CH2:31][C:28]4[CH:29]=[CH:30][C:25]([O:24][CH3:23])=[CH:26][CH:27]=4)[C:6]=3[N:5]=2)[CH2:3][CH2:2]1, predict the reactants needed to synthesize it. (2) Given the product [OH:16][C:6]1[C:5]([OH:4])=[CH:10][C:9]([C:11]#[N:12])=[C:8]([C:27]2[CH:28]=[CH:29][C:24]([O:23][CH:20]([CH3:22])[CH3:21])=[CH:25][CH:26]=2)[C:7]=1[C:14]#[N:15], predict the reactants needed to synthesize it. The reactants are: C([O:4][C:5]1[CH:10]=[C:9]([C:11]#[N:12])[C:8](Br)=[C:7]([C:14]#[N:15])[C:6]=1[O:16]C(=O)C)(=O)C.[CH:20]([O:23][C:24]1[CH:29]=[CH:28][C:27](B(O)O)=[CH:26][CH:25]=1)([CH3:22])[CH3:21]. (3) The reactants are: [F:1][C:2]([F:37])([F:36])[C:3]1[CH:4]=[C:5]([C@H:13]([O:15][C@@H:16]2[C@@H:21]([C:22]3[CH:27]=[CH:26][C:25]([F:28])=[C:24]([F:29])[CH:23]=3)[C@H:20]([CH2:30]OS(C)(=O)=O)[CH2:19][CH2:18][O:17]2)[CH3:14])[CH:6]=[C:7]([C:9]([F:12])([F:11])[F:10])[CH:8]=1.Cl.[CH2:39]1[C:43]2([CH2:48][CH2:47][NH:46][CH2:45][CH2:44]2)[CH:42]([OH:49])[CH2:41][O:40]1.C(=O)([O-])[O-].[K+].[K+].C(#N)C. Given the product [F:1][C:2]([F:36])([F:37])[C:3]1[CH:4]=[C:5]([C@H:13]([O:15][C@@H:16]2[C@@H:21]([C:22]3[CH:27]=[CH:26][C:25]([F:28])=[C:24]([F:29])[CH:23]=3)[C@H:20]([CH2:30][N:46]3[CH2:45][CH2:44][C:43]4([CH2:39][O:40][CH2:41][CH:42]4[OH:49])[CH2:48][CH2:47]3)[CH2:19][CH2:18][O:17]2)[CH3:14])[CH:6]=[C:7]([C:9]([F:11])([F:12])[F:10])[CH:8]=1, predict the reactants needed to synthesize it.